From a dataset of NCI-60 drug combinations with 297,098 pairs across 59 cell lines. Regression. Given two drug SMILES strings and cell line genomic features, predict the synergy score measuring deviation from expected non-interaction effect. Synergy scores: CSS=-3.19, Synergy_ZIP=3.55, Synergy_Bliss=4.58, Synergy_Loewe=-0.601, Synergy_HSA=-0.608. Drug 1: COC1=NC(=NC2=C1N=CN2C3C(C(C(O3)CO)O)O)N. Drug 2: COC1=C2C(=CC3=C1OC=C3)C=CC(=O)O2. Cell line: UO-31.